From a dataset of Catalyst prediction with 721,799 reactions and 888 catalyst types from USPTO. Predict which catalyst facilitates the given reaction. Reactant: [OH:1][CH:2]([C:6]1[CH:16]=[CH:15][C:9]([C:10]([O:12][CH2:13][CH3:14])=[O:11])=[CH:8][CH:7]=1)[CH2:3][CH2:4][CH3:5].C(N(CC)CC)C. Product: [C:2]([C:6]1[CH:7]=[CH:8][C:9]([C:10]([O:12][CH2:13][CH3:14])=[O:11])=[CH:15][CH:16]=1)(=[O:1])[CH2:3][CH2:4][CH3:5]. The catalyst class is: 764.